Dataset: NCI-60 drug combinations with 297,098 pairs across 59 cell lines. Task: Regression. Given two drug SMILES strings and cell line genomic features, predict the synergy score measuring deviation from expected non-interaction effect. (1) Drug 1: CNC(=O)C1=CC=CC=C1SC2=CC3=C(C=C2)C(=NN3)C=CC4=CC=CC=N4. Drug 2: CC1C(C(CC(O1)OC2CC(CC3=C2C(=C4C(=C3O)C(=O)C5=C(C4=O)C(=CC=C5)OC)O)(C(=O)C)O)N)O.Cl. Cell line: NCIH23. Synergy scores: CSS=19.6, Synergy_ZIP=4.74, Synergy_Bliss=5.56, Synergy_Loewe=-20.3, Synergy_HSA=4.89. (2) Drug 1: C1=CC(=CC=C1C#N)C(C2=CC=C(C=C2)C#N)N3C=NC=N3. Drug 2: CC1=C2C(C(=O)C3(C(CC4C(C3C(C(C2(C)C)(CC1OC(=O)C(C(C5=CC=CC=C5)NC(=O)OC(C)(C)C)O)O)OC(=O)C6=CC=CC=C6)(CO4)OC(=O)C)O)C)O. Cell line: SK-MEL-28. Synergy scores: CSS=-12.3, Synergy_ZIP=8.25, Synergy_Bliss=7.41, Synergy_Loewe=-13.3, Synergy_HSA=-13.8.